This data is from Forward reaction prediction with 1.9M reactions from USPTO patents (1976-2016). The task is: Predict the product of the given reaction. (1) Given the reactants [C:1]([O:5][C:6](=[O:35])[NH:7][C:8]1([C:12]2[CH:17]=[CH:16][C:15]([C:18]3[C:19]([C:29]4[CH:34]=[CH:33][CH:32]=[CH:31][CH:30]=4)=[CH:20][C:21]4[NH:26][C:25](=S)[CH2:24][O:23][C:22]=4[N:28]=3)=[CH:14][CH:13]=2)[CH2:11][CH2:10][CH2:9]1)([CH3:4])([CH3:3])[CH3:2].[F:36][C:37]([F:43])([F:42])[C:38]([NH:40][NH2:41])=O, predict the reaction product. The product is: [C:29]1([C:19]2[C:18]([C:15]3[CH:16]=[CH:17][C:12]([C:8]4([NH:7][C:6](=[O:35])[O:5][C:1]([CH3:4])([CH3:3])[CH3:2])[CH2:11][CH2:10][CH2:9]4)=[CH:13][CH:14]=3)=[N:28][C:22]3[O:23][CH2:24][C:25]4[N:26]([C:38]([C:37]([F:43])([F:42])[F:36])=[N:40][N:41]=4)[C:21]=3[CH:20]=2)[CH:34]=[CH:33][CH:32]=[CH:31][CH:30]=1. (2) Given the reactants [C:1]([O:7][CH2:8][N:9]1[C:13]2[N:14]=[N:15][CH:16]=[C:17]([C:18]3[CH:19]=[N:20][N:21]([C@@H:23]([CH:27]4[CH2:31][CH2:30][CH2:29][CH2:28]4)[CH2:24][CH:25]=[O:26])[CH:22]=3)[C:12]=2[CH:11]=[CH:10]1)(=[O:6])[C:2]([CH3:5])([CH3:4])[CH3:3].[BH4-].[Na+].CO, predict the reaction product. The product is: [C:1]([O:7][CH2:8][N:9]1[C:13]2[N:14]=[N:15][CH:16]=[C:17]([C:18]3[CH:19]=[N:20][N:21]([C@@H:23]([CH:27]4[CH2:31][CH2:30][CH2:29][CH2:28]4)[CH2:24][CH2:25][OH:26])[CH:22]=3)[C:12]=2[CH:11]=[CH:10]1)(=[O:6])[C:2]([CH3:4])([CH3:5])[CH3:3]. (3) Given the reactants [Cl:1][C:2]1[C:7](C)=[C:6](O)[C:5]([O:10][CH2:11][C:12]2[C:17]([O:18][CH3:19])=[CH:16][CH:15]=[C:14]([F:20])[C:13]=2[F:21])=[CH:4][C:3]=1[N:22]1[C:30](=[O:31])[NH:29][C:28]2[C:23]1=[N:24][C:25]([CH3:34])=[N:26][C:27]=2[O:32][CH3:33].C[C:36](OI1(OC(C)=O)(OC(C)=O)OC(=O)C2C1=CC=CC=2)=[O:37], predict the reaction product. The product is: [Cl:1][C:2]1[CH:7]=[C:6]([CH:36]=[O:37])[C:5]([O:10][CH2:11][C:12]2[C:17]([O:18][CH3:19])=[CH:16][CH:15]=[C:14]([F:20])[C:13]=2[F:21])=[CH:4][C:3]=1[N:22]1[C:30](=[O:31])[NH:29][C:28]2[C:23]1=[N:24][C:25]([CH3:34])=[N:26][C:27]=2[O:32][CH3:33]. (4) The product is: [ClH:30].[F:1][C:2]1[CH:19]=[CH:18][C:5]([CH2:6][C:7]2[C:16]3[C:11](=[CH:12][CH:13]=[CH:14][CH:15]=3)[C:10](=[O:17])[NH:9][N:8]=2)=[CH:4][C:3]=1[C:20]([N:22]1[CH2:25][CH:24]([NH:26][CH:27]([CH3:29])[CH3:28])[CH2:23]1)=[O:21]. Given the reactants [F:1][C:2]1[CH:19]=[CH:18][C:5]([CH2:6][C:7]2[C:16]3[C:11](=[CH:12][CH:13]=[CH:14][CH:15]=3)[C:10](=[O:17])[NH:9][N:8]=2)=[CH:4][C:3]=1[C:20]([N:22]1[CH2:25][CH:24]([NH:26][CH:27]([CH3:29])[CH3:28])[CH2:23]1)=[O:21].[ClH:30], predict the reaction product. (5) Given the reactants [BH4-].[Na+].B(F)(F)F.CCOCC.[O:12]=[C:13]([N:27]1[CH2:32][CH2:31][N:30]2[C:33]([C:36]([F:39])([F:38])[F:37])=[N:34][N:35]=[C:29]2[CH2:28]1)[CH:14]=[C:15]([NH2:26])[CH2:16][C:17]1[CH:22]=[C:21]([F:23])[C:20]([F:24])=[CH:19][C:18]=1[F:25].N, predict the reaction product. The product is: [O:12]=[C:13]([N:27]1[CH2:32][CH2:31][N:30]2[C:33]([C:36]([F:39])([F:38])[F:37])=[N:34][N:35]=[C:29]2[CH2:28]1)[CH2:14][CH:15]([NH2:26])[CH2:16][C:17]1[CH:22]=[C:21]([F:23])[C:20]([F:24])=[CH:19][C:18]=1[F:25]. (6) Given the reactants [Cl:1][C:2]1[CH:8]=[C:7]([I:9])[CH:6]=[CH:5][C:3]=1[NH2:4].O.[C:11](Cl)(Cl)=[S:12], predict the reaction product. The product is: [Cl:1][C:2]1[CH:8]=[C:7]([I:9])[CH:6]=[CH:5][C:3]=1[N:4]=[C:11]=[S:12].